This data is from Reaction yield outcomes from USPTO patents with 853,638 reactions. The task is: Predict the reaction yield, written as a fraction of the theoretical maximum amount of product (1.0 means a 100% yield; for example, 0.34 means a 34% yield). (1) The reactants are [CH:1]([C:4]1[CH:9]=[CH:8][C:7]([C@H:10]2[C:14]3[C:15]([CH3:21])=[C:16]([NH2:20])[C:17]([CH3:19])=[CH:18][C:13]=3[O:12][CH2:11]2)=[CH:6][CH:5]=1)([CH3:3])[CH3:2].CCC[CH2:25][CH2:26][CH3:27].C([O:31][CH2:32][CH3:33])(=O)C.[CH:34](Cl)(Cl)Cl. No catalyst specified. The product is [CH:1]([C:4]1[CH:5]=[CH:6][C:7]([C@H:10]2[C:14]3[C:15]([CH3:21])=[C:16]([NH:20][C:32](=[O:31])[CH2:33][C:26]([CH3:25])([CH3:27])[CH3:34])[C:17]([CH3:19])=[CH:18][C:13]=3[O:12][CH2:11]2)=[CH:8][CH:9]=1)([CH3:3])[CH3:2]. The yield is 0.840. (2) The reactants are [O:1]1[C:5]2[C:6]([C:10]3[N:18]4[C:13]([CH:14]=NC(O)=[N:17]4)=[CH:12][CH:11]=3)=[CH:7][CH:8]=[CH:9][C:4]=2[CH2:3][CH2:2]1.[CH:20]([N:23](CC)C(C)C)(C)C.[N-](S(C(F)(F)F)(=O)=O)S(C(F)(F)F)(=O)=O.[NH2:44][C:45]1[C:59]([O:60][CH3:61])=[CH:58][C:48]2[CH2:49][CH2:50][N:51]([CH2:54][C@H:55]([OH:57])[CH3:56])[CH2:52][CH2:53][C:47]=2[CH:46]=1. The catalyst is CN(C=O)C. The product is [O:1]1[C:5]2[C:6]([C:10]3[N:18]4[C:13]([CH:14]=[CH:20][N:23]([NH:44][C:45]5[C:59]([O:60][CH3:61])=[CH:58][C:48]6[CH2:49][CH2:50][N:51]([CH2:54][C@H:55]([OH:57])[CH3:56])[CH2:52][CH2:53][C:47]=6[CH:46]=5)[NH:17]4)=[CH:12][CH:11]=3)=[CH:7][CH:8]=[CH:9][C:4]=2[CH2:3][CH2:2]1. The yield is 0.100. (3) The reactants are C1(S([N:10]2[C:18]3[C:13](=[CH:14][C:15]([CH2:19][CH3:20])=[CH:16][CH:17]=3)[CH2:12][CH2:11]2)(=O)=O)C=CC=CC=1.[OH-].[Na+]. The catalyst is Br. The product is [CH2:19]([C:15]1[CH:14]=[C:13]2[C:18](=[CH:17][CH:16]=1)[NH:10][CH2:11][CH2:12]2)[CH3:20]. The yield is 0.320. (4) The reactants are [CH3:1][S:2][C:3](=[NH:5])[NH2:4].C(=O)([O-])[O-].[K+].[K+].[Cl:12][C:13]1[CH:18]=[CH:17][N:16]2[N:19]=[C:20]([C:26]3[CH:31]=[CH:30][C:29]([O:32][CH3:33])=[CH:28][CH:27]=3)[C:21]([C:22](=O)[C:23]#[CH:24])=[C:15]2[CH:14]=1.C(OCC)(=O)C. The catalyst is C(O)C. The product is [CH3:33][O:32][C:29]1[CH:28]=[CH:27][C:26]([C:20]2[C:21]([C:22]3[CH:23]=[CH:24][N:4]=[C:3]([S:2][CH3:1])[N:5]=3)=[C:15]3[CH:14]=[C:13]([Cl:12])[CH:18]=[CH:17][N:16]3[N:19]=2)=[CH:31][CH:30]=1. The yield is 0.310. (5) The reactants are [CH:1]([C:4]1[C:12](C(=O)C(C)C)=[C:7]2[CH:8]=[CH:9][CH:10]=[CH:11][N:6]2[N:5]=1)([CH3:3])[CH3:2].S(=O)(=O)(O)O.[OH-].[Na+]. The catalyst is O. The product is [CH:1]([C:4]1[CH:12]=[C:7]2[CH:8]=[CH:9][CH:10]=[CH:11][N:6]2[N:5]=1)([CH3:3])[CH3:2]. The yield is 0.810. (6) The reactants are CC1(C)[O:9][CH:8]2[CH:4]([C@@H:5]([CH2:19]O)[O:6][C@H:7]2[N:10]2[C:16](=[O:17])[NH:15][C:13](=[O:14])[C:12]([F:18])=[CH:11]2)[O:3]1.C1(C)C=CC(S(Cl)(=O)=O)=CC=1.[I-:33].[Na+]. The catalyst is C(Cl)Cl.N1C=CC=CC=1.C(OCC)(=O)C.O.CC(C)=O. The product is [I:33][CH2:19][C@H:5]1[O:6][C@@H:7]([N:10]2[CH:11]=[C:12]([F:18])[C:13](=[O:14])[NH:15][C:16]2=[O:17])[C@H:8]([OH:9])[C@@H:4]1[OH:3]. The yield is -0.900. (7) The reactants are [CH2:1]([C:5]1[CH:10]=[CH:9][C:8]([C:11]#[C:12][C:13]2[CH:20]=[CH:19][C:16]([CH:17]=O)=[CH:15][CH:14]=2)=[CH:7][CH:6]=1)[CH2:2][CH2:3][CH3:4].[NH2:21][C:22]1[CH:23]=[CH:24][C:25]2[C:30](=[O:31])[O:29][C:28]([CH3:33])([CH3:32])[O:27][C:26]=2[CH:34]=1.O.[BH4-].[Na+]. The product is [CH2:1]([C:5]1[CH:10]=[CH:9][C:8]([C:11]#[C:12][C:13]2[CH:20]=[CH:19][C:16]([CH2:17][NH:21][C:22]3[CH:23]=[CH:24][C:25]4[C:30](=[O:31])[O:29][C:28]([CH3:32])([CH3:33])[O:27][C:26]=4[CH:34]=3)=[CH:15][CH:14]=2)=[CH:7][CH:6]=1)[CH2:2][CH2:3][CH3:4]. The yield is 0.660. The catalyst is C1(C)C=CC=CC=1.CCOC(C)=O.